This data is from Full USPTO retrosynthesis dataset with 1.9M reactions from patents (1976-2016). The task is: Predict the reactants needed to synthesize the given product. (1) Given the product [O:1]1[CH2:5][CH2:4][O:3][CH:2]1[CH2:6][C:7]1[CH:15]=[CH:14][C:10]([CH2:11][OH:12])=[CH:9][CH:8]=1, predict the reactants needed to synthesize it. The reactants are: [O:1]1[CH2:5][CH2:4][O:3][CH:2]1[CH2:6][C:7]1[CH:15]=[CH:14][C:10]([C:11](O)=[O:12])=[CH:9][CH:8]=1.CSC.B. (2) Given the product [OH:1][C:2]1[C:3]([CH3:34])([CH3:33])[C:4]2[C:9]([C:10](=[O:23])[C:11]=1[C:12]([NH:14][CH2:15][C:16]([OH:18])=[O:17])=[O:13])=[CH:8][CH:7]=[C:6]([NH:24][CH2:25][CH2:26][N:27]1[CH2:32][CH2:31][O:30][CH2:29][CH2:28]1)[CH:5]=2, predict the reactants needed to synthesize it. The reactants are: [OH:1][C:2]1[C:3]([CH3:34])([CH3:33])[C:4]2[C:9]([C:10](=[O:23])[C:11]=1[C:12]([NH:14][CH2:15][C:16]([O:18]C(C)(C)C)=[O:17])=[O:13])=[CH:8][CH:7]=[C:6]([NH:24][CH2:25][CH2:26][N:27]1[CH2:32][CH2:31][O:30][CH2:29][CH2:28]1)[CH:5]=2. (3) Given the product [F:14][CH:2]([F:1])[O:3][C:4]1[CH:5]=[C:6]([CH2:7][OH:8])[CH:11]=[CH:12][N:13]=1, predict the reactants needed to synthesize it. The reactants are: [F:1][CH:2]([F:14])[O:3][C:4]1[CH:5]=[C:6]([CH:11]=[CH:12][N:13]=1)[C:7](OC)=[O:8].CC(C[AlH]CC(C)C)C.[OH-].[Na+].C([O-])(O)=O.[Na+]. (4) Given the product [NH:8]1[CH2:7][CH:6]([O:5][C:4]2[CH:17]=[CH:18][C:19]([CH2:20][N:21]3[CH2:22][CH2:23][CH2:24][CH2:25]3)=[C:2]([O:30][CH3:28])[C:3]=2[CH3:45])[CH2:9]1, predict the reactants needed to synthesize it. The reactants are: F[C:2]1[CH:3]=[C:4]([CH:17]=[CH:18][C:19]=1[CH2:20][N:21]1[CH2:25][CH2:24][CH2:23][CH2:22]1)[O:5][CH:6]1[CH2:9][N:8](C(OC(C)(C)C)=O)[CH2:7]1.N1C[CH:28]([O:30]C2C=CC(CN3CCCC3)=C(F)C=2)C1.N1CCC[CH2:45]1.OC1C=CC(C=O)=C(OC)C=1C.